Dataset: Reaction yield outcomes from USPTO patents with 853,638 reactions. Task: Predict the reaction yield, written as a fraction of the theoretical maximum amount of product (1.0 means a 100% yield; for example, 0.34 means a 34% yield). (1) The reactants are [Br:1][C:2]1[CH:3]=[CH:4][C:5]([CH2:8]O)=[N:6][CH:7]=1.S(Cl)([Cl:12])=O. The catalyst is C1(C)C=CC=CC=1. The product is [ClH:12].[Br:1][C:2]1[CH:3]=[CH:4][C:5]([CH2:8][Cl:12])=[N:6][CH:7]=1. The yield is 0.692. (2) The reactants are C([O:3][C:4]([CH:6]1[CH2:8][CH:7]1[C:9]([N:11]1[CH2:38][C:19]2([CH2:24][CH2:23][N:22]([C:25]([O:27][CH:28]3[CH:35]4[CH2:36][CH:31]5[CH2:32][CH:33]([CH2:37][CH:29]3[CH2:30]5)[CH2:34]4)=[O:26])[CH2:21][CH2:20]2)[C:18]2[C:13](=[CH:14][CH:15]=[CH:16][CH:17]=2)[CH2:12]1)=[O:10])=[O:5])C.[Li+].[OH-]. The catalyst is C(#N)C. The product is [CH:29]12[CH2:37][CH:33]3[CH2:32][CH:31]([CH2:36][CH:35]([CH2:34]3)[CH:28]1[O:27][C:25]([N:22]1[CH2:21][CH2:20][C:19]3([C:18]4[C:13](=[CH:14][CH:15]=[CH:16][CH:17]=4)[CH2:12][N:11]([C:9]([CH:7]4[CH2:8][CH:6]4[C:4]([OH:5])=[O:3])=[O:10])[CH2:38]3)[CH2:24][CH2:23]1)=[O:26])[CH2:30]2. The yield is 0.540. (3) The reactants are Cl[CH2:2][CH2:3][C:4]([C:6]1[S:10][C:9]2[CH2:11][C:12]([CH3:15])([CH3:14])[CH2:13][C:8]=2[CH:7]=1)=[O:5].S(=O)(=O)(O)O.P([O-])([O-])(O)=O.[K+].[K+].C(OCC)(=O)C. The catalyst is O. The product is [CH3:14][C:12]1([CH3:15])[CH2:13][C:8]2[C:7]3[CH2:2][CH2:3][C:4](=[O:5])[C:6]=3[S:10][C:9]=2[CH2:11]1. The yield is 0.370. (4) The yield is 0.900. The catalyst is ClCCCl. The reactants are [Cl:1][C:2]([O:4][CH:5](Cl)[CH3:6])=O.CO[CH:10]1[C:16]2[CH:17]=CC=[CH:20][C:15]=2[CH2:14][CH2:13][N:12](C)[CH2:11]1. The product is [ClH:1].[CH3:2][O:4][C:5]1[CH:6]=[CH:17][C:16]2[CH2:10][CH2:11][NH:12][CH2:13][CH2:14][C:15]=2[CH:20]=1. (5) The reactants are [CH:1]12[NH:8][CH:5]([CH2:6][CH2:7]1)[CH2:4][CH2:3][CH2:2]2.N1C=CC=CC=1.[Cl:15][C:16](Cl)([O:18]C(=O)OC(Cl)(Cl)Cl)Cl. The catalyst is C(Cl)Cl. The product is [CH:5]12[N:8]([C:16]([Cl:15])=[O:18])[CH:1]([CH2:7][CH2:6]1)[CH2:2][CH2:3][CH2:4]2. The yield is 0.700. (6) The reactants are [C:1]([O:5][N:6]=[C:7]1[C:16]2[C:11](=[CH:12][CH:13]=[CH:14][CH:15]=2)[O:10][C:9]([C:17]2[N:18]=[CH:19][C:20]3[C:25]([CH:26]=2)=[C:24]([OH:27])[CH:23]=[CH:22][CH:21]=3)=[CH:8]1)([CH3:4])([CH3:3])[CH3:2].[H-].[Na+].I[CH3:31]. The catalyst is CN(C)C=O.[Cl-].[Na+].O. The product is [C:1]([O:5][N:6]=[C:7]1[C:16]2[C:11](=[CH:12][CH:13]=[CH:14][CH:15]=2)[O:10][C:9]([C:17]2[N:18]=[CH:19][C:20]3[C:25]([CH:26]=2)=[C:24]([O:27][CH3:31])[CH:23]=[CH:22][CH:21]=3)=[CH:8]1)([CH3:4])([CH3:2])[CH3:3]. The yield is 0.790.